The task is: Predict the product of the given reaction.. This data is from Forward reaction prediction with 1.9M reactions from USPTO patents (1976-2016). (1) Given the reactants [CH2:1]([O:8][C:9](=[O:42])[C@@H:10]([NH:22][C:23](=[O:41])[C:24]1[CH:29]=[CH:28][C:27]([N:30]2[CH2:35][CH2:34][CH:33]([CH:36](OC)[O:37]C)[CH2:32][CH2:31]2)=[CH:26][CH:25]=1)[CH2:11][C:12]([O:14][CH2:15][C:16]1[CH:21]=[CH:20][CH:19]=[CH:18][CH:17]=1)=[O:13])[C:2]1[CH:7]=[CH:6][CH:5]=[CH:4][CH:3]=1.FC(F)(F)C(O)=O, predict the reaction product. The product is: [CH2:1]([O:8][C:9](=[O:42])[C@@H:10]([NH:22][C:23](=[O:41])[C:24]1[CH:29]=[CH:28][C:27]([N:30]2[CH2:31][CH2:32][CH:33]([CH:36]=[O:37])[CH2:34][CH2:35]2)=[CH:26][CH:25]=1)[CH2:11][C:12]([O:14][CH2:15][C:16]1[CH:21]=[CH:20][CH:19]=[CH:18][CH:17]=1)=[O:13])[C:2]1[CH:7]=[CH:6][CH:5]=[CH:4][CH:3]=1. (2) The product is: [C:52]([NH:35][CH:36]([CH2:37][S:38][S:1][CH:2]1[CH2:3][CH:4]([C:20](=[O:21])[N:22]([CH2:31][C:32]([OH:34])=[O:33])[CH2:23][CH2:24][C:25]2[CH:30]=[CH:29][CH:28]=[CH:27][CH:26]=2)[N:5]([S:7]([C:10]2[CH:19]=[CH:18][C:17]3[C:12](=[CH:13][CH:14]=[CH:15][CH:16]=3)[CH:11]=2)(=[O:9])=[O:8])[CH2:6]1)[C:49]([OH:51])=[O:50])(=[O:53])[CH3:54]. Given the reactants [SH:1][C@H:2]1[CH2:6][N:5]([S:7]([C:10]2[CH:19]=[CH:18][C:17]3[C:12](=[CH:13][CH:14]=[CH:15][CH:16]=3)[CH:11]=2)(=[O:9])=[O:8])[C@H:4]([C:20]([N:22]([CH2:31][C:32]([OH:34])=[O:33])[CH2:23][CH2:24][C:25]2[CH:30]=[CH:29][CH:28]=[CH:27][CH:26]=2)=[O:21])[CH2:3]1.[NH:35]([C:52]([CH3:54])=[O:53])[C@H:36]([C:49]([OH:51])=[O:50])[CH2:37][S:38]SC1N=CC=CC=1[N+]([O-])=O, predict the reaction product.